Dataset: Full USPTO retrosynthesis dataset with 1.9M reactions from patents (1976-2016). Task: Predict the reactants needed to synthesize the given product. (1) Given the product [NH:8]1[CH2:13][CH2:12][CH2:11][CH:10]([NH:14][C:15]([CH:17]2[C:25]3[C:20](=[CH:21][CH:22]=[CH:23][CH:24]=3)[N:19]([S:26]([C:29]3[C:38]4[C:33](=[CH:34][CH:35]=[CH:36][CH:37]=4)[C:32]([O:39][CH3:40])=[CH:31][CH:30]=3)(=[O:28])=[O:27])[CH2:18]2)=[O:16])[CH2:9]1, predict the reactants needed to synthesize it. The reactants are: C(OC([N:8]1[CH2:13][CH2:12][CH2:11][CH:10]([NH:14][C:15]([CH:17]2[C:25]3[C:20](=[CH:21][CH:22]=[CH:23][CH:24]=3)[N:19]([S:26]([C:29]3[C:38]4[C:33](=[CH:34][CH:35]=[CH:36][CH:37]=4)[C:32]([O:39][CH3:40])=[CH:31][CH:30]=3)(=[O:28])=[O:27])[CH2:18]2)=[O:16])[CH2:9]1)=O)(C)(C)C.FC(F)(F)C(O)=O. (2) Given the product [Cl:1][C:2]1[CH:7]=[C:6]([C:14]2[CH:15]=[CH:16][C:11]([C:10]([F:21])([F:20])[F:9])=[CH:12][CH:13]=2)[N:5]=[CH:4][N:3]=1, predict the reactants needed to synthesize it. The reactants are: [Cl:1][C:2]1[CH:7]=[C:6](Cl)[N:5]=[CH:4][N:3]=1.[F:9][C:10]([F:21])([F:20])[C:11]1[CH:16]=[CH:15][C:14](B(O)O)=[CH:13][CH:12]=1.P([O-])([O-])([O-])=O.[K+].[K+].[K+].N#N. (3) Given the product [CH2:12]([CH:15]1[CH2:20][CH2:19][N:18]([C:2]([O:4][C:5]2[CH:10]=[CH:9][CH:8]=[CH:7][C:6]=2[Cl:11])=[O:3])[CH2:17][CH2:16]1)[C:13]#[CH:14], predict the reactants needed to synthesize it. The reactants are: Cl[C:2]([O:4][C:5]1[CH:10]=[CH:9][CH:8]=[CH:7][C:6]=1[Cl:11])=[O:3].[CH2:12]([CH:15]1[CH2:20][CH2:19][N:18](C(OC(C)(C)C)=O)[CH2:17][CH2:16]1)[C:13]#[CH:14].